Dataset: Forward reaction prediction with 1.9M reactions from USPTO patents (1976-2016). Task: Predict the product of the given reaction. (1) The product is: [CH3:25][C:26]1([NH:30][C:21]([C:18]2[CH:17]=[N:16][C:15]([O:14][CH2:13][C:12]3[N:8]([C:5]4[CH:4]=[CH:3][C:2]([F:1])=[CH:7][CH:6]=4)[N:9]=[N:10][C:11]=3[CH3:24])=[CH:20][N:19]=2)=[O:23])[CH2:29][O:28][CH2:27]1. Given the reactants [F:1][C:2]1[CH:7]=[CH:6][C:5]([N:8]2[C:12]([CH2:13][O:14][C:15]3[N:16]=[CH:17][C:18]([C:21]([OH:23])=O)=[N:19][CH:20]=3)=[C:11]([CH3:24])[N:10]=[N:9]2)=[CH:4][CH:3]=1.[CH3:25][C:26]1([NH2:30])[CH2:29][O:28][CH2:27]1, predict the reaction product. (2) Given the reactants C([O-])([O-])=O.[Cs+].[Cs+].[CH2:7]([O:14][C:15]1[CH:25]=[C:18]2[C:19](=[O:24])[NH:20][CH2:21][CH2:22][CH2:23][N:17]2[N:16]=1)[C:8]1[CH:13]=[CH:12][CH:11]=[CH:10][CH:9]=1.Br[CH2:27][CH:28]1[CH2:30][CH2:29]1, predict the reaction product. The product is: [CH2:7]([O:14][C:15]1[CH:25]=[C:18]2[C:19](=[O:24])[N:20]([CH2:27][CH:28]3[CH2:30][CH2:29]3)[CH2:21][CH2:22][CH2:23][N:17]2[N:16]=1)[C:8]1[CH:9]=[CH:10][CH:11]=[CH:12][CH:13]=1. (3) Given the reactants [Li]CCCC.Br[C:7]1[S:8][CH:9]=[CH:10][N:11]=1.[CH2:12]([O:19][C:20]1[CH:21]=[C:22]([CH:25]=[CH:26][C:27]=1[N+:28]([O-:30])=[O:29])[CH:23]=[O:24])[C:13]1[CH:18]=[CH:17][CH:16]=[CH:15][CH:14]=1.[NH4+].[Cl-], predict the reaction product. The product is: [CH2:12]([O:19][C:20]1[CH:21]=[C:22]([CH:23]([C:7]2[S:8][CH:9]=[CH:10][N:11]=2)[OH:24])[CH:25]=[CH:26][C:27]=1[N+:28]([O-:30])=[O:29])[C:13]1[CH:14]=[CH:15][CH:16]=[CH:17][CH:18]=1. (4) Given the reactants [Br:1][C:2]1[C:3]([CH3:11])=[C:4]([C@H:8]([NH2:10])[CH3:9])[CH:5]=[CH:6][CH:7]=1.[C:12](O[C:12]([O:14][C:15]([CH3:18])([CH3:17])[CH3:16])=[O:13])([O:14][C:15]([CH3:18])([CH3:17])[CH3:16])=[O:13].C(Cl)Cl.C(N(CC)CC)C, predict the reaction product. The product is: [Br:1][C:2]1[C:3]([CH3:11])=[C:4]([C@H:8]([NH:10][C:12](=[O:13])[O:14][C:15]([CH3:18])([CH3:17])[CH3:16])[CH3:9])[CH:5]=[CH:6][CH:7]=1. (5) Given the reactants [N+:1]([C:4]1[CH:9]=[CH:8][CH:7]=[C:6]([NH2:10])[C:5]=1[NH2:11])([O-:3])=[O:2].[C:12]([O-])(O)=O.[Na+], predict the reaction product. The product is: [N+:1]([C:4]1[C:5]2[NH:11][CH:12]=[N:10][C:6]=2[CH:7]=[CH:8][CH:9]=1)([O-:3])=[O:2]. (6) Given the reactants [CH2:1]([N:3]([CH2:16][CH3:17])[C:4](=[O:15])[C:5]1[CH:10]=[CH:9][C:8](F)=[C:7]([N+:12]([O-:14])=[O:13])[CH:6]=1)[CH3:2].[CH3:18][N:19]([CH3:23])[CH2:20][CH2:21][NH2:22], predict the reaction product. The product is: [CH3:18][N:19]([CH3:23])[CH2:20][CH2:21][NH:22][C:8]1[CH:9]=[CH:10][C:5]([C:4]([N:3]([CH2:16][CH3:17])[CH2:1][CH3:2])=[O:15])=[CH:6][C:7]=1[N+:12]([O-:14])=[O:13].